This data is from Retrosynthesis with 50K atom-mapped reactions and 10 reaction types from USPTO. The task is: Predict the reactants needed to synthesize the given product. (1) Given the product CCc1sc(C(=O)N[C@@H]2[C@H](NC(=O)OC(C)(C)C)CCCC2(F)F)cc1-c1cnn2cc(OC(F)F)cnc12, predict the reactants needed to synthesize it. The reactants are: CCc1sc(C(=O)N[C@@H]2[C@H](NC(=O)OC(C)(C)C)CCCC2(F)F)cc1B1OC(C)(C)C(C)(C)O1.FC(F)Oc1cnc2c(Br)cnn2c1. (2) Given the product O=C(O)c1ccc(-c2ncc(Br)s2)s1, predict the reactants needed to synthesize it. The reactants are: Brc1cnc(Br)s1.O=C(O)c1ccc(B(O)O)s1. (3) Given the product CSc1nccc(-c2sc(N)nc2-c2cc(Cl)cc(NC(=O)C(C)(C)C)c2F)n1, predict the reactants needed to synthesize it. The reactants are: CSc1nccc(C(Br)C(=O)c2cc(Cl)cc(NC(=O)C(C)(C)C)c2F)n1.NC(N)=S. (4) Given the product CC(C)(C)NS(=O)(=O)c1ccc(C(=O)O)c(Cl)c1, predict the reactants needed to synthesize it. The reactants are: COC(=O)c1ccc(S(=O)(=O)NC(C)(C)C)cc1Cl. (5) Given the product O=[N+]([O-])c1ccc2c(c1)c(-c1ccncc1)nn2C(c1ccccc1)(c1ccccc1)c1ccccc1, predict the reactants needed to synthesize it. The reactants are: O=[N+]([O-])c1ccc2c(c1)c(Br)nn2C(c1ccccc1)(c1ccccc1)c1ccccc1.OB(O)c1ccncc1. (6) Given the product CCc1nn2c(-c3ccc(Cl)cc3Cl)cccc2c1NC(=O)OC(C)(C)C, predict the reactants needed to synthesize it. The reactants are: CC(C)(C)OC(=O)OC(=O)OC(C)(C)C.CCc1nn2c(-c3ccc(Cl)cc3Cl)cccc2c1N. (7) Given the product CN(c1cccc2cc(C3=NCC(C(=O)N4CCOCC4)S3)[nH]c12)S(=O)(=O)c1cccs1, predict the reactants needed to synthesize it. The reactants are: C1COCCN1.CN(c1cccc2cc(C3=NCC(C(=O)O)S3)[nH]c12)S(=O)(=O)c1cccs1. (8) The reactants are: COC(=O)c1ccc([N+](=O)[O-])c(O)c1.FC(F)I. Given the product COC(=O)c1ccc([N+](=O)[O-])c(OC(F)F)c1, predict the reactants needed to synthesize it. (9) Given the product Cc1ncc(-c2cc(C(=O)Nc3ccc(OC(F)(F)F)cc3)cnc2N2CC[C@@H](O)C2)s1, predict the reactants needed to synthesize it. The reactants are: Cc1ncc(B2OC(C)(C)C(C)(C)O2)s1.O=C(Nc1ccc(OC(F)(F)F)cc1)c1cnc(N2CC[C@@H](O)C2)c(Br)c1. (10) Given the product CCCS(=O)(=O)N1CC[C@H](N(Cc2cc(Cl)ccc2Cl)c2ccc(C#N)c(Cl)c2)C1, predict the reactants needed to synthesize it. The reactants are: CCCS(=O)(=O)Cl.N#Cc1ccc(N(Cc2cc(Cl)ccc2Cl)[C@H]2CCNC2)cc1Cl.